Dataset: Full USPTO retrosynthesis dataset with 1.9M reactions from patents (1976-2016). Task: Predict the reactants needed to synthesize the given product. Given the product [O:26]1[C:25]2[CH:30]=[CH:31][C:22]([NH:19][C:20]3[O:12][C:11]([C:10]4[CH:15]=[CH:16][CH:17]=[CH:18][C:9]=4[NH:8][CH2:7][C:4]4[CH:5]=[CH:6][N:1]=[CH:2][CH:3]=4)=[N:13][N:14]=3)=[CH:23][C:24]=2[O:29][CH2:28][CH2:27]1, predict the reactants needed to synthesize it. The reactants are: [N:1]1[CH:6]=[CH:5][C:4]([CH2:7][NH:8][C:9]2[CH:18]=[CH:17][CH:16]=[CH:15][C:10]=2[C:11]([NH:13][NH2:14])=[O:12])=[CH:3][CH:2]=1.[N:19]([C:22]1[CH:31]=[CH:30][C:25]2[O:26][CH2:27][CH2:28][O:29][C:24]=2[CH:23]=1)=[C:20]=S.